This data is from Forward reaction prediction with 1.9M reactions from USPTO patents (1976-2016). The task is: Predict the product of the given reaction. (1) Given the reactants [F:1][C:2]1[CH:11]=[C:10]([CH:12]=[O:13])[CH:9]=[CH:8][C:3]=1[C:4]([O:6][CH3:7])=[O:5].[CH2:14](O)[CH2:15][OH:16], predict the reaction product. The product is: [O:13]1[CH2:14][CH2:15][O:16][CH:12]1[C:10]1[CH:9]=[CH:8][C:3]([C:4]([O:6][CH3:7])=[O:5])=[C:2]([F:1])[CH:11]=1. (2) Given the reactants Cl[C:2]1[C:3]2[N:10]([CH3:11])[CH:9]=[CH:8][C:4]=2[N:5]=[CH:6][N:7]=1.[NH2:12][C:13]1[CH:18]=[CH:17][C:16]([OH:19])=[CH:15][C:14]=1[Cl:20].C(=O)([O-])[O-].[K+].[K+].CN1CCCC1=O, predict the reaction product. The product is: [Cl:20][C:14]1[CH:15]=[C:16]([O:19][C:2]2[C:3]3[N:10]([CH3:11])[CH:9]=[CH:8][C:4]=3[N:5]=[CH:6][N:7]=2)[CH:17]=[CH:18][C:13]=1[NH2:12]. (3) Given the reactants [OH:1][C:2]1[N:6]([C:7]2[CH:12]=[C:11]([C:13]#[N:14])[CH:10]=[CH:9][N:8]=2)[N:5]=[CH:4][CH:3]=1.[CH2:15]([C:17]1[CH:22]=[C:21]([CH3:23])[CH:20]=[CH:19][C:18]=1[CH2:24]O)[CH3:16], predict the reaction product. The product is: [CH2:15]([C:17]1[CH:22]=[C:21]([CH3:23])[CH:20]=[CH:19][C:18]=1[CH2:24][O:1][C:2]1[N:6]([C:7]2[CH:12]=[C:11]([C:13]#[N:14])[CH:10]=[CH:9][N:8]=2)[N:5]=[CH:4][CH:3]=1)[CH3:16]. (4) Given the reactants [Cl:1][C:2]1([Cl:17])[CH2:4][C:3]1([C:6]1[CH:7]=[C:8]([CH:12]2OCC[O:13]2)[CH:9]=[CH:10][CH:11]=1)[CH3:5].Cl, predict the reaction product. The product is: [Cl:1][C:2]1([Cl:17])[CH2:4][C:3]1([C:6]1[CH:7]=[C:8]([CH:9]=[CH:10][CH:11]=1)[CH:12]=[O:13])[CH3:5]. (5) Given the reactants [Cl:1][C:2]1[CH:7]=[CH:6][C:5]([C:8]([N:10]([CH3:39])[C@@H:11]2[CH2:16][CH2:15][N:14]([CH2:17][CH:18]3[CH2:23][CH2:22][N:21](C(OC(C)(C)C)=O)[CH2:20][CH2:19]3)[CH2:13][C@H:12]2[C:31]2[CH:36]=[CH:35][C:34]([Cl:37])=[C:33]([Cl:38])[CH:32]=2)=[O:9])=[CH:4][CH:3]=1.Cl.C(OCC)(=O)C, predict the reaction product. The product is: [ClH:1].[Cl:1][C:2]1[CH:3]=[CH:4][C:5]([C:8]([N:10]([C@@H:11]2[CH2:16][CH2:15][N:14]([CH2:17][CH:18]3[CH2:23][CH2:22][NH:21][CH2:20][CH2:19]3)[CH2:13][C@H:12]2[C:31]2[CH:36]=[CH:35][C:34]([Cl:37])=[C:33]([Cl:38])[CH:32]=2)[CH3:39])=[O:9])=[CH:6][CH:7]=1. (6) Given the reactants [CH:1]([N:4]1[CH2:9][CH2:8][N:7]([C:10]([C:12]2[CH:13]=[C:14]3[C:18](=[CH:19][CH:20]=2)[NH:17][C:16]([C:21]([N:23]2[CH2:28][CH2:27][N:26]([S:29]([CH3:32])(=[O:31])=[O:30])[CH2:25][CH2:24]2)=[O:22])=[CH:15]3)=[O:11])[CH2:6][CH2:5]1)([CH3:3])[CH3:2].[Cl:33][C:34]1[CH:35]=[C:36](B(O)O)[CH:37]=[CH:38][CH:39]=1.N1C=CC=CC=1, predict the reaction product. The product is: [Cl:33][C:34]1[CH:39]=[C:38]([N:17]2[C:18]3[C:14](=[CH:13][C:12]([C:10]([N:7]4[CH2:8][CH2:9][N:4]([CH:1]([CH3:3])[CH3:2])[CH2:5][CH2:6]4)=[O:11])=[CH:20][CH:19]=3)[CH:15]=[C:16]2[C:21]([N:23]2[CH2:24][CH2:25][N:26]([S:29]([CH3:32])(=[O:30])=[O:31])[CH2:27][CH2:28]2)=[O:22])[CH:37]=[CH:36][CH:35]=1. (7) The product is: [ClH:23].[CH3:7][C:6]1([CH3:8])[C:2]([CH3:1])([CH3:22])[O:3][B:4]([C:9]2[CH2:14][CH2:13][NH:12][CH2:11][CH:10]=2)[O:5]1. Given the reactants [CH3:1][C:2]1([CH3:22])[C:6]([CH3:8])([CH3:7])[O:5][B:4]([C:9]2[CH2:14][CH2:13][N:12](C(OC(C)(C)C)=O)[CH2:11][CH:10]=2)[O:3]1.[ClH:23].CO, predict the reaction product.